Dataset: Full USPTO retrosynthesis dataset with 1.9M reactions from patents (1976-2016). Task: Predict the reactants needed to synthesize the given product. (1) Given the product [CH2:1]([O:8][C:9]([N:11]1[C:19]2[C:14](=[CH:15][C:16]([C:35]3[CH:34]=[C:33]([C:32]([O:31][CH2:29][CH3:30])=[O:40])[CH:38]=[CH:37][N:36]=3)=[CH:17][CH:18]=2)[CH2:13][CH2:12]1)=[O:10])[C:2]1[CH:3]=[CH:4][CH:5]=[CH:6][CH:7]=1, predict the reactants needed to synthesize it. The reactants are: [CH2:1]([O:8][C:9]([N:11]1[C:19]2[C:14](=[CH:15][C:16](B3OC(C)(C)C(C)(C)O3)=[CH:17][CH:18]=2)[CH2:13][CH2:12]1)=[O:10])[C:2]1[CH:7]=[CH:6][CH:5]=[CH:4][CH:3]=1.[CH2:29]([O:31][C:32](=[O:40])[C:33]1[CH:38]=[CH:37][N:36]=[C:35](Cl)[CH:34]=1)[CH3:30].C(=O)([O-])[O-].[Cs+].[Cs+]. (2) Given the product [C:17]([C:8]1[C:7]2[C:11](=[CH:12][C:4]([N+:1]([O-:3])=[O:2])=[C:5]([C:13]([F:16])([F:14])[F:15])[CH:6]=2)[NH:10][CH:9]=1)([CH3:20])([CH3:19])[CH3:18], predict the reactants needed to synthesize it. The reactants are: [N+:1]([C:4]1[CH:12]=[C:11]2[C:7]([CH:8]=[CH:9][NH:10]2)=[CH:6][C:5]=1[C:13]([F:16])([F:15])[F:14])([O-:3])=[O:2].[C:17](Br)([CH3:20])([CH3:19])[CH3:18].CCN(C(C)C)C(C)C. (3) Given the product [CH2:1]([NH:8][C:9]([C:11]1[S:12][C:13]([C:17]2[N:18]=[C:26]([CH2:25][C:19]3[CH:24]=[CH:23][CH:22]=[CH:21][CH:20]=3)[NH:28][N:29]=2)=[CH:14][C:15]=1[CH3:16])=[O:10])[C:2]1[CH:7]=[CH:6][CH:5]=[CH:4][CH:3]=1, predict the reactants needed to synthesize it. The reactants are: [CH2:1]([NH:8][C:9]([C:11]1[S:12][C:13]([C:17]#[N:18])=[CH:14][C:15]=1[CH3:16])=[O:10])[C:2]1[CH:7]=[CH:6][CH:5]=[CH:4][CH:3]=1.[C:19]1([CH2:25][C:26]([NH:28][NH2:29])=O)[CH:24]=[CH:23][CH:22]=[CH:21][CH:20]=1.C(=O)([O-])[O-].[K+].[K+]. (4) Given the product [ClH:20].[CH2:1]([S:4]([CH:7]1[CH2:8][CH2:9][NH:10][CH2:11][CH2:12]1)(=[O:5])=[O:6])[CH2:2][CH3:3], predict the reactants needed to synthesize it. The reactants are: [CH2:1]([S:4]([CH:7]1[CH2:12][CH2:11][N:10](C(OC(C)(C)C)=O)[CH2:9][CH2:8]1)(=[O:6])=[O:5])[CH2:2][CH3:3].[ClH:20]. (5) Given the product [CH2:1]([O:3][C:4]([C:6]1[C:7]([O:26][CH2:27][CH3:28])=[N:8][N:9]([C:12]2[CH:17]=[C:16]([S:18][CH2:19][C:20]([F:23])([F:22])[F:21])[C:15]([CH3:24])=[CH:14][C:13]=2[F:25])[CH:10]=1)=[O:5])[CH3:2], predict the reactants needed to synthesize it. The reactants are: [CH2:1]([O:3][C:4]([C:6]1[C:7]([O:26][CH2:27][CH3:28])=[N:8][N:9]([C:12]2[CH:17]=[C:16]([S:18][CH2:19][C:20]([F:23])([F:22])[F:21])[C:15]([CH3:24])=[CH:14][C:13]=2[F:25])[C:10]=1N)=[O:5])[CH3:2].N(OC(C)(C)C)=O. (6) Given the product [C:11]([O:15][C:16]([N:18]1[CH2:19][CH2:20][CH:21]([N:24]2[C:28]3=[N:29][CH:30]=[N:31][C:32]([O:10][C:8]4[CH:7]=[CH:6][C:5]5[O:1][CH2:2][O:3][C:4]=5[CH:9]=4)=[C:27]3[CH:26]=[N:25]2)[CH2:22][CH2:23]1)=[O:17])([CH3:14])([CH3:12])[CH3:13], predict the reactants needed to synthesize it. The reactants are: [O:1]1[C:5]2[CH:6]=[CH:7][C:8]([OH:10])=[CH:9][C:4]=2[O:3][CH2:2]1.[C:11]([O:15][C:16]([N:18]1[CH2:23][CH2:22][CH:21]([N:24]2[C:28]3=[N:29][CH:30]=[N:31][C:32](Cl)=[C:27]3[CH:26]=[N:25]2)[CH2:20][CH2:19]1)=[O:17])([CH3:14])([CH3:13])[CH3:12].C(=O)([O-])[O-].[K+].[K+].C(=O)([O-])[O-].[Na+].[Na+]. (7) Given the product [CH3:32][S:33]([CH2:36][CH2:37][NH:38][CH2:30][C:26]1[CH:25]=[C:24]([C:23]2[N:17]3[C:18]([CH:19]=[N:20][C:15]([NH:14][C:11]4[CH:10]=[CH:9][C:8]([N:5]5[CH2:4][CH2:3][N:2]([CH3:1])[CH2:7][CH2:6]5)=[CH:13][CH:12]=4)=[N:16]3)=[CH:21][CH:22]=2)[CH:29]=[N:28][CH:27]=1)(=[O:35])=[O:34], predict the reactants needed to synthesize it. The reactants are: [CH3:1][N:2]1[CH2:7][CH2:6][N:5]([C:8]2[CH:13]=[CH:12][C:11]([NH:14][C:15]3[N:20]=[CH:19][C:18]4=[CH:21][CH:22]=[C:23]([C:24]5[CH:25]=[C:26]([CH:30]=O)[CH:27]=[N:28][CH:29]=5)[N:17]4[N:16]=3)=[CH:10][CH:9]=2)[CH2:4][CH2:3]1.[CH3:32][S:33]([CH2:36][CH2:37][NH2:38])(=[O:35])=[O:34].Cl.C(O)(=O)C.C(O[BH-](OC(=O)C)OC(=O)C)(=O)C.[Na+]. (8) The reactants are: [O:1]1[CH:5]=[CH:4][CH:3]=[C:2]1[C:6]1[CH:11]=[CH:10][C:9]([S:12]([N:15]([CH2:19][C:20]2[CH:36]=[CH:35][CH:34]=[CH:33][C:21]=2[O:22][CH2:23][CH2:24][CH2:25][CH2:26][CH2:27][C:28]([O:30]CC)=[O:29])[CH:16]([CH3:18])[CH3:17])(=[O:14])=[O:13])=[CH:8][CH:7]=1.O.[OH-].[Li+].Cl. Given the product [O:1]1[CH:5]=[CH:4][CH:3]=[C:2]1[C:6]1[CH:11]=[CH:10][C:9]([S:12]([N:15]([CH2:19][C:20]2[CH:36]=[CH:35][CH:34]=[CH:33][C:21]=2[O:22][CH2:23][CH2:24][CH2:25][CH2:26][CH2:27][C:28]([OH:30])=[O:29])[CH:16]([CH3:18])[CH3:17])(=[O:13])=[O:14])=[CH:8][CH:7]=1, predict the reactants needed to synthesize it. (9) Given the product [OH:30][CH2:31][CH2:32][N:33]([CH3:34])[CH2:2]/[CH:3]=[CH:4]/[CH2:5][O:6][CH2:7][C@H:8]1[CH2:13][CH2:12][C@H:11]([CH2:14][N:15]([CH3:29])[S:16]([C:19]2[CH:24]=[CH:23][C:22]([C:25]([F:28])([F:27])[F:26])=[CH:21][CH:20]=2)(=[O:18])=[O:17])[CH2:10][CH2:9]1, predict the reactants needed to synthesize it. The reactants are: Br[CH2:2]/[CH:3]=[CH:4]/[CH2:5][O:6][CH2:7][C@H:8]1[CH2:13][CH2:12][C@H:11]([CH2:14][N:15]([CH3:29])[S:16]([C:19]2[CH:24]=[CH:23][C:22]([C:25]([F:28])([F:27])[F:26])=[CH:21][CH:20]=2)(=[O:18])=[O:17])[CH2:10][CH2:9]1.[OH:30][CH2:31][CH2:32][NH:33][CH3:34].